Dataset: Catalyst prediction with 721,799 reactions and 888 catalyst types from USPTO. Task: Predict which catalyst facilitates the given reaction. (1) Reactant: Cl[CH2:2][CH2:3][CH2:4][N:5]1[C:13](=[O:14])[CH:12]2[CH:7]([CH2:8][CH:9]3[O:15][CH:10]3[CH2:11]2)[C:6]1=[O:16].[F:17][C:18]1[CH:19]=[CH:20][C:21]([O:30][CH:31]2[CH2:35][CH2:34][CH2:33][CH2:32]2)=[C:22]([N:24]2[CH2:29][CH2:28][NH:27][CH2:26][CH2:25]2)[CH:23]=1.C(=O)([O-])[O-].[K+].[K+].[I-].[K+]. Product: [CH:31]1([O:30][C:21]2[CH:20]=[CH:19][C:18]([F:17])=[CH:23][C:22]=2[N:24]2[CH2:29][CH2:28][N:27]([CH2:2][CH2:3][CH2:4][N:5]3[C:13](=[O:14])[CH:12]4[CH:7]([CH2:8][CH:9]5[O:15][CH:10]5[CH2:11]4)[C:6]3=[O:16])[CH2:26][CH2:25]2)[CH2:35][CH2:34][CH2:33][CH2:32]1. The catalyst class is: 9. (2) Reactant: [CH3:1][C:2]1[CH2:3][C:4]2[C:5]([CH:19]=1)=[CH:6][C:7]1[C:8]([CH3:18])([CH3:17])[C:9]3[C:14]([C:15]=1[CH:16]=2)=[CH:13][CH:12]=[CH:11][CH:10]=3.C([Li])CCC.C(N)(C)(C)C.[C:30]([NH:34][Si:35](C1C2C(=CC3C(C)(C)C4C(C=3C=2)=CC=CC=4)C=C1C)([CH3:37])[CH3:36])([CH3:33])([CH3:32])[CH3:31]. Product: [C:30]([NH:34][Si:35]([CH:19]1[C:5]2=[CH:6][C:7]3[C:8]([CH3:18])([CH3:17])[C:9]4[C:14]([C:15]=3[CH:16]=[C:4]2[CH:3]=[C:2]1[CH3:1])=[CH:13][CH:12]=[CH:11][CH:10]=4)([CH3:37])[CH3:36])([CH3:33])([CH3:32])[CH3:31]. The catalyst class is: 27. (3) The catalyst class is: 333. Product: [C:37]([C:34]1[N:35]=[CH:36][C:31]([C:2]2[CH:3]=[CH:4][C:5]3[N:11]4[CH2:12][C@H:8]([CH2:9][CH2:10]4)[N:7]([C:13]([NH:15][C:16]4[CH:17]=[N:18][CH:19]=[CH:20][CH:21]=4)=[O:14])[C:6]=3[N:22]=2)=[CH:32][CH:33]=1)#[N:38]. Reactant: Cl[C:2]1[CH:3]=[CH:4][C:5]2[N:11]3[CH2:12][C@H:8]([CH2:9][CH2:10]3)[N:7]([C:13]([NH:15][C:16]3[CH:17]=[N:18][CH:19]=[CH:20][CH:21]=3)=[O:14])[C:6]=2[N:22]=1.CC1(C)C(C)(C)OB([C:31]2[CH:32]=[CH:33][C:34]([C:37]#[N:38])=[N:35][CH:36]=2)O1.[O-]P([O-])([O-])=O.[K+].[K+].[K+].CC(C1C=C(C(C)C)C(C2C=CC=CC=2P(C2CCCCC2)C2CCCCC2)=C(C(C)C)C=1)C. (4) Reactant: CC1C=CC(S(O)(=O)=O)=CC=1.O.N[C:14]1[CH:15]=[C:16]([CH:21]([CH3:26])[C:22]([O:24][CH3:25])=[O:23])[CH:17]=[CH:18][C:19]=1[F:20].N([O-])=O.[Na+].[I-:31].C([O-])(O)=O.[Na+].[O-]S([O-])(=S)=O.[Na+].[Na+]. Product: [F:20][C:19]1[CH:18]=[CH:17][C:16]([CH:21]([CH3:26])[C:22]([O:24][CH3:25])=[O:23])=[CH:15][C:14]=1[I:31]. The catalyst class is: 47. (5) Reactant: Cl.[CH3:2][N:3]1[C:7]2[CH:8]=[CH:9][CH:10]=[CH:11][C:6]=2[S:5][C:4]1=[N:12][NH2:13].[N:14]1[CH:19]=[CH:18][CH:17]=[C:16]([CH:20]=O)[CH:15]=1.[OH-].[Na+]. Product: [CH3:2][N:3]1[C:7]2[CH:8]=[CH:9][CH:10]=[CH:11][C:6]=2[S:5]/[C:4]/1=[N:12]/[N:13]=[CH:20][C:16]1[CH:17]=[CH:18][CH:19]=[N:14][CH:15]=1. The catalyst class is: 15.